From a dataset of Peptide-MHC class II binding affinity with 134,281 pairs from IEDB. Regression. Given a peptide amino acid sequence and an MHC pseudo amino acid sequence, predict their binding affinity value. This is MHC class II binding data. (1) The peptide sequence is MSMSMILVGVIMMFL. The MHC is DRB1_1501 with pseudo-sequence DRB1_1501. The binding affinity (normalized) is 0.0859. (2) The peptide sequence is PAGVCPTIGVGGNFA. The MHC is DRB1_1101 with pseudo-sequence DRB1_1101. The binding affinity (normalized) is 0.617. (3) The peptide sequence is QQYTAALSPILFECL. The MHC is DRB1_0101 with pseudo-sequence DRB1_0101. The binding affinity (normalized) is 0.804. (4) The peptide sequence is GKWYLKAMTADQEVPE. The MHC is DRB1_0802 with pseudo-sequence DRB1_0802. The binding affinity (normalized) is 0.473. (5) The peptide sequence is TRLFTIRQEMANRGL. The binding affinity (normalized) is 0.156. The MHC is DRB1_0901 with pseudo-sequence DRB1_0901. (6) The peptide sequence is EPRAPWIEQEGPE. The MHC is HLA-DQA10501-DQB10201 with pseudo-sequence HLA-DQA10501-DQB10201. The binding affinity (normalized) is 0.325. (7) The peptide sequence is FEALGFLNEDHWASR. The MHC is HLA-DQA10501-DQB10303 with pseudo-sequence HLA-DQA10501-DQB10303. The binding affinity (normalized) is 0.262.